Dataset: Forward reaction prediction with 1.9M reactions from USPTO patents (1976-2016). Task: Predict the product of the given reaction. Given the reactants CC(C)([O-])C.[K+].[Cl:7][C:8]1[CH:9]=[C:10]2[C:14](=[CH:15][CH:16]=1)[NH:13][C:12](=[O:17])[C:11]12[O:22][CH2:21][CH2:20][CH2:19][O:18]1.Cl[CH2:24][C:25]([CH3:29])([CH3:28])[C:26]#[N:27].O, predict the reaction product. The product is: [Cl:7][C:8]1[CH:9]=[C:10]2[C:14](=[CH:15][CH:16]=1)[N:13]([CH2:24][C:25]([CH3:29])([CH3:28])[C:26]#[N:27])[C:12](=[O:17])[C:11]12[O:22][CH2:21][CH2:20][CH2:19][O:18]1.